From a dataset of Peptide-MHC class I binding affinity with 185,985 pairs from IEDB/IMGT. Regression. Given a peptide amino acid sequence and an MHC pseudo amino acid sequence, predict their binding affinity value. This is MHC class I binding data. (1) The peptide sequence is SYLIRALTL. The MHC is HLA-B08:02 with pseudo-sequence HLA-B08:02. The binding affinity (normalized) is 0.0847. (2) The binding affinity (normalized) is 0.866. The peptide sequence is VVAPITTGY. The MHC is HLA-B15:01 with pseudo-sequence HLA-B15:01. (3) The peptide sequence is LLVDLLWLL. The MHC is HLA-A68:01 with pseudo-sequence HLA-A68:01. The binding affinity (normalized) is 0.212. (4) The peptide sequence is IRILQRAL. The MHC is HLA-B27:05 with pseudo-sequence HLA-B27:05. The binding affinity (normalized) is 0.447. (5) The peptide sequence is YTAVVPLKY. The MHC is Mamu-A02 with pseudo-sequence Mamu-A02. The binding affinity (normalized) is 0.719.